From a dataset of Forward reaction prediction with 1.9M reactions from USPTO patents (1976-2016). Predict the product of the given reaction. (1) Given the reactants C([O:8][C:9]([C@@H:11]1[CH2:14][CH2:13][N:12]1[C:15](=[O:31])[C@@H:16]([CH2:27][CH:28]([CH3:30])[CH3:29])[NH:17][S:18]([C:21]1[CH:26]=[CH:25][CH:24]=[CH:23][CH:22]=1)(=[O:20])=[O:19])=[O:10])C1C=CC=CC=1.[H][H], predict the reaction product. The product is: [C:21]1([S:18]([NH:17][C@@H:16]([C:15]([N:12]2[CH2:13][CH2:14][C@H:11]2[C:9]([OH:10])=[O:8])=[O:31])[CH2:27][CH:28]([CH3:30])[CH3:29])(=[O:20])=[O:19])[CH:22]=[CH:23][CH:24]=[CH:25][CH:26]=1. (2) Given the reactants Cl.[NH2:2][C:3]1([C:6]([O:8][CH2:9][CH3:10])=[O:7])[CH2:5][CH2:4]1.C(N(CC)CC)C.ClCCl.Cl[S:22]([C:25]1[CH:26]=[C:27]([CH:37]=[CH:38][CH:39]=1)[C:28]([O:30][CH2:31][CH2:32][Si:33]([CH3:36])([CH3:35])[CH3:34])=[O:29])(=[O:24])=[O:23], predict the reaction product. The product is: [CH2:9]([O:8][C:6]([C:3]1([NH:2][S:22]([C:25]2[CH:26]=[C:27]([CH:37]=[CH:38][CH:39]=2)[C:28]([O:30][CH2:31][CH2:32][Si:33]([CH3:34])([CH3:35])[CH3:36])=[O:29])(=[O:23])=[O:24])[CH2:5][CH2:4]1)=[O:7])[CH3:10].